The task is: Predict the reactants needed to synthesize the given product.. This data is from Full USPTO retrosynthesis dataset with 1.9M reactions from patents (1976-2016). (1) The reactants are: [F:1][C:2]1[CH:10]=[CH:9][C:8]([N:11]([CH3:20])[S:12]([C:15]2[S:16][CH:17]=[CH:18][CH:19]=2)(=[O:14])=[O:13])=[C:7]2[C:3]=1[CH:4]=[C:5]([C:25]1[S:26][CH:27]=[CH:28][N:29]=1)[N:6]2OCOC.Cl.O1CCCC1.C(O)C. Given the product [F:1][C:2]1[CH:10]=[CH:9][C:8]([N:11]([CH3:20])[S:12]([C:15]2[S:16][CH:17]=[CH:18][CH:19]=2)(=[O:13])=[O:14])=[C:7]2[C:3]=1[CH:4]=[C:5]([C:25]1[S:26][CH:27]=[CH:28][N:29]=1)[NH:6]2, predict the reactants needed to synthesize it. (2) Given the product [Cl:65][C:60]1[CH:61]=[CH:62][CH:63]=[C:64]2[C:59]=1[N:58]=[C:57]([C:66]1[CH:71]=[CH:70][CH:69]=[CH:68][N:67]=1)[C:56]([CH3:72])=[C:55]2[NH:47][C:45]1[C:44]([C:48]2[CH:53]=[N:52][CH:51]=[N:50][CH:49]=2)=[CH:43][N:42]=[C:41]([N:38]2[CH2:37][CH2:36][O:35][CH2:40][CH2:39]2)[CH:46]=1, predict the reactants needed to synthesize it. The reactants are: C1(P(C2CCCCC2)C2C=CC=CC=2C2C(C(C)C)=CC(C(C)C)=CC=2C(C)C)CCCCC1.[O:35]1[CH2:40][CH2:39][N:38]([C:41]2[CH:46]=[C:45]([NH2:47])[C:44]([C:48]3[CH:49]=[N:50][CH:51]=[N:52][CH:53]=3)=[CH:43][N:42]=2)[CH2:37][CH2:36]1.Cl[C:55]1[C:64]2[C:59](=[C:60]([Cl:65])[CH:61]=[CH:62][CH:63]=2)[N:58]=[C:57]([C:66]2[CH:71]=[CH:70][CH:69]=[CH:68][N:67]=2)[C:56]=1[CH3:72].CC(C)([O-])C.[Na+]. (3) Given the product [CH3:1][O:2][C:3]1[CH:8]=[C:7]([NH:9][C:10]2[N:15]=[CH:14][C:13]3=[CH:16][CH:17]=[C:18]([C:19]4[CH:20]=[N:21][C:22]([O:25][CH3:26])=[CH:23][CH:24]=4)[N:12]3[N:11]=2)[CH:6]=[CH:5][C:4]=1[CH:27]1[CH2:32][CH2:31][N:30]([CH2:33][C:34]([NH2:36])=[O:35])[CH2:29][CH2:28]1.[C:80]([OH:79])([C:58]([F:59])([F:60])[F:61])=[O:2], predict the reactants needed to synthesize it. The reactants are: [CH3:1][O:2][C:3]1[CH:8]=[C:7]([NH:9][C:10]2[N:15]=[CH:14][C:13]3=[CH:16][CH:17]=[C:18]([C:19]4[CH:20]=[N:21][C:22]([O:25][CH3:26])=[CH:23][CH:24]=4)[N:12]3[N:11]=2)[CH:6]=[CH:5][C:4]=1[CH:27]1[CH2:32][CH2:31][N:30]([CH2:33][C:34]([NH2:36])=[O:35])[CH2:29][CH2:28]1.COC1N=CC(C2N3C(C=NC(OS([C:58]([F:61])([F:60])[F:59])(=O)=O)=N3)=CC=2)=CC=1.NC1C=CC(C2CCN(CC(N)=O)CC2)=C([O:79][CH3:80])C=1. (4) Given the product [CH3:20][S:17]([N:14]1[C:4]2[N:5]=[C:6]([N:8]3[CH2:13][CH2:12][O:11][CH2:10][CH2:9]3)[N:7]=[C:2]([C:32]3[CH:31]=[N:30][C:29]([N:28]([CH2:27][C:26]4[CH:25]=[CH:24][C:23]([O:22][CH3:21])=[CH:54][CH:53]=4)[CH2:44][C:45]4[CH:46]=[CH:47][C:48]([O:51][CH3:52])=[CH:49][CH:50]=4)=[N:34][CH:33]=3)[C:3]=2[CH2:16][CH2:15]1)(=[O:19])=[O:18], predict the reactants needed to synthesize it. The reactants are: Cl[C:2]1[C:3]2[CH2:16][CH2:15][N:14]([S:17]([CH3:20])(=[O:19])=[O:18])[C:4]=2[N:5]=[C:6]([N:8]2[CH2:13][CH2:12][O:11][CH2:10][CH2:9]2)[N:7]=1.[CH3:21][O:22][C:23]1[CH:54]=[CH:53][C:26]([CH2:27][N:28]([CH2:44][C:45]2[CH:50]=[CH:49][C:48]([O:51][CH3:52])=[CH:47][CH:46]=2)[C:29]2[N:34]=[CH:33][C:32](B3OC(C)(C)C(C)(C)O3)=[CH:31][N:30]=2)=[CH:25][CH:24]=1.P([O-])([O-])([O-])=O.[K+].[K+].[K+]. (5) The reactants are: [Cl:1][C:2]1[C:7]([CH3:8])=[CH:6][C:5](B2OC(C)(C)C(C)(C)O2)=[CH:4][C:3]=1[CH3:18].Br[C:20]1[CH:25]=[CH:24][C:23]([CH3:26])=[CH:22][N:21]=1. Given the product [Cl:1][C:2]1[C:3]([CH3:18])=[CH:4][C:5]([C:20]2[CH:25]=[CH:24][C:23]([CH3:26])=[CH:22][N:21]=2)=[CH:6][C:7]=1[CH3:8], predict the reactants needed to synthesize it. (6) Given the product [Si:1]([O:8][CH2:9][CH2:10][O:11][C:12]1[CH:17]=[CH:16][N:15]=[C:14]([NH:18][C:19]2[CH:20]=[C:21]([CH3:31])[CH:22]=[C:23]([C:25]#[CH:26])[CH:24]=2)[N:13]=1)([C:4]([CH3:7])([CH3:6])[CH3:5])([CH3:3])[CH3:2], predict the reactants needed to synthesize it. The reactants are: [Si:1]([O:8][CH2:9][CH2:10][O:11][C:12]1[CH:17]=[CH:16][N:15]=[C:14]([NH:18][C:19]2[CH:24]=[C:23]([C:25]#[C:26][Si](C)(C)C)[CH:22]=[C:21]([CH3:31])[CH:20]=2)[N:13]=1)([C:4]([CH3:7])([CH3:6])[CH3:5])([CH3:3])[CH3:2].C(=O)([O-])[O-].[K+].[K+].